From a dataset of Reaction yield outcomes from USPTO patents with 853,638 reactions. Predict the reaction yield, written as a fraction of the theoretical maximum amount of product (1.0 means a 100% yield; for example, 0.34 means a 34% yield). The product is [CH3:24][C:23]1([CH3:41])[CH:22]([C:21]2[CH:32]=[CH:31][C:30]([CH3:35])=[CH:28][CH:27]=2)[C:2]2[C:3]([CH3:20])=[C:4]([NH2:12])[C:5]([CH3:11])=[C:6]([CH3:10])[C:7]=2[O:8]1. The yield is 0.620. The catalyst is O. The reactants are Br[C:2]1[C:3]([CH3:20])=[C:4]([NH:12]C(=O)OC(C)(C)C)[C:5]([CH3:11])=[C:6]([CH3:10])[C:7]=1[O:8]C.[CH2:21]([Li])[CH2:22][CH2:23][CH3:24].C[CH:27](C)[C:28]([C:30]1[CH:35]=CC(C)=[CH:32][CH:31]=1)=O.Br.[OH-].[Na+].[CH2:41]1COCC1.